This data is from Full USPTO retrosynthesis dataset with 1.9M reactions from patents (1976-2016). The task is: Predict the reactants needed to synthesize the given product. (1) Given the product [C:22]([O:21][C:19]([N:9]1[CH2:10][CH2:11][CH:12]2[CH:7]([CH2:6][C:5]3[S:1][CH:2]=[CH:3][C:4]=32)[CH2:8]1)=[O:20])([CH3:25])([CH3:24])[CH3:23], predict the reactants needed to synthesize it. The reactants are: [S:1]1[C:5]2[CH2:6][CH:7]3[CH:12]([C:4]=2[CH:3]=[CH:2]1)[CH2:11][CH2:10][NH:9][CH2:8]3.O.C([O-])(O)=O.[Na+].[C:19](O[C:19]([O:21][C:22]([CH3:25])([CH3:24])[CH3:23])=[O:20])([O:21][C:22]([CH3:25])([CH3:24])[CH3:23])=[O:20]. (2) Given the product [CH3:15][C:14]([O:13][C:11]([N:8]1[CH2:7][C@@H:3]2[CH:4]([CH2:5][OH:6])[C@@H:2]2[CH2:1]1)=[O:12])([CH3:17])[CH3:16], predict the reactants needed to synthesize it. The reactants are: [CH2:1]1[NH:8][CH2:7][C@@H:3]2[CH:4]([CH2:5][OH:6])[C@H:2]12.[OH-].[Na+].[C:11](O[C:11]([O:13][C:14]([CH3:17])([CH3:16])[CH3:15])=[O:12])([O:13][C:14]([CH3:17])([CH3:16])[CH3:15])=[O:12]. (3) Given the product [CH3:53][N:36]([CH3:35])[C:37]1([C:47]2[CH:48]=[CH:49][CH:50]=[CH:51][CH:52]=2)[CH2:42][CH2:41][CH:40]([CH2:43][C:44]([NH:26][CH2:25][CH2:24][CH2:23][CH2:22][CH2:21][CH2:20][C:13]2[C:14]3[C:19](=[CH:18][CH:17]=[CH:16][CH:15]=3)[NH:11][CH:12]=2)=[O:45])[CH2:39][CH2:38]1, predict the reactants needed to synthesize it. The reactants are: ON1C2C=CC=CC=2N=N1.[NH:11]1[C:19]2[C:14](=[CH:15][CH:16]=[CH:17][CH:18]=2)[C:13]([CH2:20][CH2:21][CH2:22][CH2:23][CH2:24][CH2:25][NH2:26])=[CH:12]1.CN1CCOCC1.Cl.[CH3:35][N:36]([CH3:53])[C:37]1([C:47]2[CH:52]=[CH:51][CH:50]=[CH:49][CH:48]=2)[CH2:42][CH2:41][CH:40]([CH2:43][C:44](O)=[O:45])[CH2:39][CH2:38]1.C1(N=C=NC2CCCCC2)CCCCC1.C(NC1CCCCC1)(NC1CCCCC1)=O.[OH-].[Na+]. (4) The reactants are: Cl.[CH3:2][O:3][C:4]1[CH:5]=[C:6]([CH:11]=[CH:12][C:13]=1[C:14]1[O:18][C:17]([CH3:19])=[N:16][CH:15]=1)[C:7]([NH:9][NH2:10])=[O:8].[Cl:20][CH2:21][CH2:22][CH2:23][CH:24]([C:28]1[CH:33]=[CH:32][C:31]([F:34])=[C:30]([F:35])[CH:29]=1)[C:25](O)=O.C(N(CC)CC)C.CCOC(OC(OCC)=O)=O.C(Cl)(Cl)(Cl)Cl.C1(P(C2C=CC=CC=2)C2C=CC=CC=2)C=CC=CC=1. Given the product [Cl:20][CH2:21][CH2:22][CH2:23][CH:24]([C:25]1[O:8][C:7]([C:6]2[CH:11]=[CH:12][C:13]([C:14]3[O:18][C:17]([CH3:19])=[N:16][CH:15]=3)=[C:4]([O:3][CH3:2])[CH:5]=2)=[N:9][N:10]=1)[C:28]1[CH:33]=[CH:32][C:31]([F:34])=[C:30]([F:35])[CH:29]=1, predict the reactants needed to synthesize it. (5) The reactants are: [Br:1][C:2]1[CH:7]=[C:6]([N+:8]([O-])=O)[C:5]([CH3:11])=[CH:4][N+:3]=1[O-].[OH-].[Na+]. Given the product [Br:1][C:2]1[CH:7]=[C:6]([NH2:8])[C:5]([CH3:11])=[CH:4][N:3]=1, predict the reactants needed to synthesize it. (6) Given the product [F:1][C:2]1[CH:3]=[C:4]([CH:7]=[CH:8][CH:9]=1)[CH2:5][O:6][C:13]1[CH:18]=[CH:17][C:16]([N+:19]([O-:21])=[O:20])=[CH:15][CH:14]=1, predict the reactants needed to synthesize it. The reactants are: [F:1][C:2]1[CH:3]=[C:4]([CH:7]=[CH:8][CH:9]=1)[CH2:5][OH:6].[OH-].[K+].F[C:13]1[CH:18]=[CH:17][C:16]([N+:19]([O-:21])=[O:20])=[CH:15][CH:14]=1. (7) Given the product [CH3:21][O:22][C:23]1[CH:24]=[C:25]2[C:30](=[CH:31][C:32]=1[O:33][CH3:34])[N:29]=[CH:28][N:27]=[C:26]2[O:35][C:36]1[CH:37]=[C:38]([NH:39][C:11]([NH:10][C:8]2[O:7][N:6]=[C:5]([C:2]([F:1])([CH3:3])[CH3:4])[CH:9]=2)=[O:20])[CH:40]=[CH:41][C:42]=1[F:43], predict the reactants needed to synthesize it. The reactants are: [F:1][C:2]([C:5]1[CH:9]=[C:8]([NH:10][C:11](=[O:20])OC2C=CC(Cl)=CC=2)[O:7][N:6]=1)([CH3:4])[CH3:3].[CH3:21][O:22][C:23]1[CH:24]=[C:25]2[C:30](=[CH:31][C:32]=1[O:33][CH3:34])[N:29]=[CH:28][N:27]=[C:26]2[O:35][C:36]1[CH:37]=[C:38]([CH:40]=[CH:41][C:42]=1[F:43])[NH2:39]. (8) Given the product [Cl:1][C:2]1[CH:7]=[CH:6][CH:5]=[C:4]([Cl:8])[C:3]=1[CH:9]1[C:10]([C:38]([O:40][CH3:41])=[O:39])=[C:11]([CH2:24][CH2:25][C:26]2[CH:31]=[CH:30][CH:29]=[CH:28][C:27]=2[CH2:32][CH2:33][CH2:34][N:35]([CH3:36])[CH3:37])[NH:12][C:13]([CH2:19][C:20]([OH:22])=[O:21])=[C:14]1[C:15]([O:17][CH3:18])=[O:16], predict the reactants needed to synthesize it. The reactants are: [Cl:1][C:2]1[CH:7]=[CH:6][CH:5]=[C:4]([Cl:8])[C:3]=1[CH:9]1[C:14]([C:15]([O:17][CH3:18])=[O:16])=[C:13]([CH2:19][C:20]([O:22]C)=[O:21])[NH:12][C:11]([CH2:24][CH2:25][C:26]2[CH:31]=[CH:30][CH:29]=[CH:28][C:27]=2[CH2:32][CH2:33][CH2:34][N:35]([CH3:37])[CH3:36])=[C:10]1[C:38]([O:40][CH3:41])=[O:39].[OH-].[Na+]. (9) Given the product [C:14]1(=[O:15])[N:13]([CH2:12][CH2:11][C:9]([NH:20][CH2:21][CH2:22][CH2:23][Si:24]([O:31][CH2:32][CH3:33])([O:25][CH2:26][CH3:27])[O:28][CH2:29][CH3:30])=[O:10])[C:18](=[O:19])[CH:17]=[CH:16]1, predict the reactants needed to synthesize it. The reactants are: C1C(=O)N(O[C:9]([CH2:11][CH2:12][N:13]2[C:18](=[O:19])[CH:17]=[CH:16][C:14]2=[O:15])=[O:10])C(=O)C1.[NH2:20][CH2:21][CH2:22][CH2:23][Si:24]([O:31][CH2:32][CH3:33])([O:28][CH2:29][CH3:30])[O:25][CH2:26][CH3:27]. (10) Given the product [C:1]([O:4][CH2:5][C:6]1[C:7]([B:32]2[O:33][C:34]([CH3:36])([CH3:35])[C:30]([CH3:46])([CH3:29])[O:31]2)=[CH:8][C:9]([F:27])=[CH:10][C:11]=1[N:12]1[CH2:23][CH2:22][C:21]2[C:20]3[CH2:19][C:18]([CH3:25])([CH3:24])[CH2:17][C:16]=3[S:15][C:14]=2[C:13]1=[O:26])(=[O:3])[CH3:2], predict the reactants needed to synthesize it. The reactants are: [C:1]([O:4][CH2:5][C:6]1[C:11]([N:12]2[CH2:23][CH2:22][C:21]3[C:20]4[CH2:19][C:18]([CH3:25])([CH3:24])[CH2:17][C:16]=4[S:15][C:14]=3[C:13]2=[O:26])=[CH:10][C:9]([F:27])=[CH:8][C:7]=1Br)(=[O:3])[CH3:2].[CH3:29][C:30]1([CH3:46])[C:34]([CH3:36])([CH3:35])[O:33][B:32]([B:32]2[O:33][C:34]([CH3:36])([CH3:35])[C:30]([CH3:46])([CH3:29])[O:31]2)[O:31]1.CC(O[K])=O.